This data is from Experimentally validated miRNA-target interactions with 360,000+ pairs, plus equal number of negative samples. The task is: Binary Classification. Given a miRNA mature sequence and a target amino acid sequence, predict their likelihood of interaction. (1) Result: 0 (no interaction). The protein sequence of the target gene is MAAPVDLELKKAFTELQAKVIDTQQKVKLADIQIEQLNRTKKHAHLTDTEIMTLVDETNMYEGVGRMFILQSKEAIHSQLLEKQKIAEEKIKELEQKKSYLERSVKEAEDNIREMLMARRAQ. The miRNA is hsa-miR-939-5p with sequence UGGGGAGCUGAGGCUCUGGGGGUG. (2) The miRNA is hsa-miR-4267 with sequence UCCAGCUCGGUGGCAC. The protein sequence of the target gene is MKLNERSLAFYATCDAPVDNAGFLYKKGGRHAAYHRRWFVLRGNMLFYFEDAASREPVGVIILEGCTVELVEAAEEFAFAVRFAGTRARTYVLAAESQDAMEGWVKALSRASFDYLRLVVRELEQQLAAVRGGGGMALPQPQPQSLPLPPSLPSALAPVPSLPSAPAPVPALPLPRRPSALPPKENGCAVWSTEATFRPGPEPPPPPPRRRASAPHGPLDMAPFARLHECYGQEIRALRGQWLSSRVQP. Result: 1 (interaction). (3) The miRNA is hsa-miR-7156-3p with sequence CUGCAGCCACUUGGGGAACUGGU. The protein sequence of the target gene is MPFHHVTAGLLYKGNYLNRSLSAGSDSEQLANISVEELDEIREAFRVLDRDGNGFISKQELGMAMRSLGYMPSEVELAIIMQRLDMDGDGQVDFDEFMTILGPKLVSSEGRDGFLGNTIDSIFWQFDMQRVTLEELKHILYHAFRDHLTMKDIENIIINEEESLNETSGNCQTEFEGVHSQKQNRQTCVRKSLICAFAMAFIISVMLIAANQILRSGME. Result: 0 (no interaction).